Predict the reaction yield, written as a fraction of the theoretical maximum amount of product (1.0 means a 100% yield; for example, 0.34 means a 34% yield). From a dataset of Reaction yield outcomes from USPTO patents with 853,638 reactions. The reactants are C(OC([NH:8][C:9]1[CH:14]=[CH:13][CH:12]=[CH:11][C:10]=1[NH:15][C:16](=[O:29])[C:17]1[CH:22]=[CH:21][C:20]([CH:23]2[CH2:28][CH2:27][CH2:26][NH:25][CH2:24]2)=[CH:19][CH:18]=1)=O)(C)(C)C.Cl. The catalyst is O1CCOCC1. The product is [NH2:8][C:9]1[CH:14]=[CH:13][CH:12]=[CH:11][C:10]=1[NH:15][C:16](=[O:29])[C:17]1[CH:22]=[CH:21][C:20]([CH:23]2[CH2:28][CH2:27][CH2:26][NH:25][CH2:24]2)=[CH:19][CH:18]=1. The yield is 0.990.